From a dataset of Orexin1 receptor HTS with 218,158 compounds and 233 confirmed actives. Binary Classification. Given a drug SMILES string, predict its activity (active/inactive) in a high-throughput screening assay against a specified biological target. (1) The drug is s1c(C(=O)NCC(=O)NN\C=C2\c3c(N=C2)cccc3)ccc1. The result is 0 (inactive). (2) The drug is Brc1cc(CNCCCOCC)c(OCC)cc1. The result is 0 (inactive). (3) The molecule is OC1(c2c(NC1=O)cccc2)C\C(=N\O)C. The result is 0 (inactive). (4) The result is 0 (inactive). The molecule is Clc1ccc(OCCCC(=O)N2CCC(CC2)C)cc1.